Dataset: Catalyst prediction with 721,799 reactions and 888 catalyst types from USPTO. Task: Predict which catalyst facilitates the given reaction. (1) Reactant: [CH2:1]([O:8][C:9]1[CH:26]=[CH:25][C:12]([C:13]([NH:15][CH2:16][C:17]2([OH:24])[CH2:22][CH2:21][C:20](=O)[CH2:19][CH2:18]2)=[O:14])=[CH:11][CH:10]=1)[C:2]1[CH:7]=[CH:6][CH:5]=[CH:4][CH:3]=1.[CH2:27](P(=O)(OCC)OCC)[C:28]1[CH:33]=[CH:32][CH:31]=[CH:30][CH:29]=1.[H-].[Na+]. The catalyst class is: 216. Product: [CH:27](=[C:20]1[CH2:19][CH2:18][C:17]([CH2:16][NH:15][C:13](=[O:14])[C:12]2[CH:25]=[CH:26][C:9]([O:8][CH2:1][C:2]3[CH:7]=[CH:6][CH:5]=[CH:4][CH:3]=3)=[CH:10][CH:11]=2)([OH:24])[CH2:22][CH2:21]1)[C:28]1[CH:33]=[CH:32][CH:31]=[CH:30][CH:29]=1. (2) Reactant: [O:1]=[C:2]([O-:11])[C@@H:3]([C@H:5]([C@@H:7]([CH2:9][OH:10])[OH:8])[OH:6])[OH:4].C(O)[C@@H]([C@H]([C@@H](CO)O)O)O.C([O-])(=O)C. Product: [O:1]=[C:2]([OH:11])[C@@H:3]([C@H:5]([C@@H:7]([CH2:9][OH:10])[OH:8])[OH:6])[OH:4]. The catalyst class is: 610. (3) Reactant: [CH2:1]([O:3][C:4]([C:6]1[S:7][C:8]([O:19][C:20]2[CH:25]=[CH:24][C:23](Br)=[CH:22][CH:21]=2)=[C:9]2[C:17]3[N:16]([CH3:18])[N:15]=[CH:14][C:13]=3[CH2:12][CH2:11][C:10]=12)=[O:5])[CH3:2].C(B(CC)[C:30]1[CH:31]=[N:32][CH:33]=[CH:34][CH:35]=1)C.C(=O)([O-])[O-].[Na+].[Na+].O. Product: [CH2:1]([O:3][C:4]([C:6]1[S:7][C:8]([O:19][C:20]2[CH:25]=[CH:24][C:23]([C:30]3[CH:31]=[N:32][CH:33]=[CH:34][CH:35]=3)=[CH:22][CH:21]=2)=[C:9]2[C:17]3[N:16]([CH3:18])[N:15]=[CH:14][C:13]=3[CH2:12][CH2:11][C:10]=12)=[O:5])[CH3:2]. The catalyst class is: 564. (4) Reactant: [Cl:1][C:2]1[CH:7]=[CH:6][C:5]([N:8]2[C:16](=[O:17])[C:15]3[N:14]=[CH:13][N:12]([C:18]4[CH:19]=[C:20]([NH:24][S:25]([CH3:28])(=[O:27])=[O:26])[CH:21]=[CH:22][CH:23]=4)[C:11]=3[N:10]=[C:9]2[C:29]2[CH:34]=[CH:33][C:32](B3OC(C)(C)C(C)(C)O3)=[CH:31][CH:30]=2)=[CH:4][CH:3]=1.Br[C:45]1[N:50]=[CH:49][CH:48]=[CH:47][N:46]=1.C(=O)([O-])[O-].[Cs+].[Cs+]. Product: [Cl:1][C:2]1[CH:7]=[CH:6][C:5]([N:8]2[C:16](=[O:17])[C:15]3[N:14]=[CH:13][N:12]([C:18]4[CH:19]=[C:20]([NH:24][S:25]([CH3:28])(=[O:26])=[O:27])[CH:21]=[CH:22][CH:23]=4)[C:11]=3[N:10]=[C:9]2[C:29]2[CH:34]=[CH:33][C:32]([C:45]3[N:50]=[CH:49][CH:48]=[CH:47][N:46]=3)=[CH:31][CH:30]=2)=[CH:4][CH:3]=1. The catalyst class is: 423. (5) Reactant: [CH:1]1([NH2:6])[CH2:5][CH2:4][CH2:3][CH2:2]1.C(N(CC)CC)C.[Cl:14][C:15]1[C:20]([CH:21]([CH3:23])[CH3:22])=[C:19](Cl)[N:18]2[N:25]=[CH:26][N:27]=[C:17]2[N:16]=1. Product: [Cl:14][C:15]1[C:20]([CH:21]([CH3:22])[CH3:23])=[C:19]([NH:6][CH:1]2[CH2:5][CH2:4][CH2:3][CH2:2]2)[N:18]2[N:25]=[CH:26][N:27]=[C:17]2[N:16]=1. The catalyst class is: 2. (6) Reactant: C([NH:8][C:9]1[C:10]([CH3:25])=[CH:11][C:12]2[O:16][CH2:15][CH:14]([C:17]3[CH:22]=[CH:21][CH:20]=[CH:19][CH:18]=3)[C:13]=2[C:23]=1[CH3:24])C1C=CC=CC=1. Product: [CH3:24][C:23]1[C:13]2[CH:14]([C:17]3[CH:22]=[CH:21][CH:20]=[CH:19][CH:18]=3)[CH2:15][O:16][C:12]=2[CH:11]=[C:10]([CH3:25])[C:9]=1[NH2:8]. The catalyst class is: 175. (7) Reactant: [CH2:1]([OH:7])[CH2:2][CH2:3][CH2:4][C:5]#[CH:6].O[N:9]1[C:13](=[O:14])[C:12]2=[CH:15][CH:16]=[CH:17][CH:18]=[C:11]2[C:10]1=[O:19]. Product: [C:13]1(=[O:14])[N:9]([O:7][CH2:1][CH2:2][CH2:3][CH2:4][C:5]#[CH:6])[C:10](=[O:19])[C:11]2=[CH:18][CH:17]=[CH:16][CH:15]=[C:12]12. The catalyst class is: 1. (8) Reactant: [NH:1]1[CH:5]=[C:4]([C@@H:6]2[CH2:11][CH2:10][CH2:9][CH2:8][C@H:7]2[OH:12])[CH:3]=[N:2]1.[CH3:13][O:14][CH2:15]Cl. Product: [CH3:13][O:14][CH2:15][N:1]1[CH:5]=[C:4]([C@@H:6]2[CH2:11][CH2:10][CH2:9][CH2:8][C@H:7]2[OH:12])[CH:3]=[N:2]1. The catalyst class is: 3.